Predict which catalyst facilitates the given reaction. From a dataset of Catalyst prediction with 721,799 reactions and 888 catalyst types from USPTO. Reactant: C([O:8][C:9]1[CH:17]=[C:16]([O:18]CC2C=CC=CC=2)[C:15]([CH:26]([CH3:28])[CH3:27])=CC=1C(O)=O)C1C=CC=CC=1.[OH:29]N1C2C=CC=CC=2N=N1.[NH2:39][N:40]1[CH2:45][CH2:44][CH2:43][CH2:42][CH2:41]1.Cl.C(N=C=N[CH2:52][CH2:53][CH2:54][N:55](C)C)C.C([N:60]([CH2:63]C)CC)C. Product: [OH:8][C:9]1[CH:17]=[C:16]([OH:18])[C:15]([CH:26]([CH3:27])[CH3:28])=[CH:52][C:53]=1[C:54]1[N:39]([N:40]2[CH2:45][CH2:44][CH2:43][CH2:42][CH2:41]2)[C:63](=[O:29])[NH:60][N:55]=1. The catalyst class is: 9.